From a dataset of Full USPTO retrosynthesis dataset with 1.9M reactions from patents (1976-2016). Predict the reactants needed to synthesize the given product. (1) The reactants are: C[O:2][C:3]1[C:12]2[CH2:11][CH2:10][C:9]([CH3:14])([CH3:13])[CH2:8][C:7]=2[C:6]2[C:15]3[C:16](=[C:18]([NH:22][CH2:23][CH2:24][N:25]4[CH2:30][CH2:29][O:28][CH2:27][CH2:26]4)[N:19]=[CH:20][N:21]=3)[O:17][C:5]=2[N:4]=1.[OH-].[Na+]. Given the product [CH3:13][C:9]1([CH3:14])[CH2:10][CH2:11][C:12]2[C:3]([OH:2])=[N:4][C:5]3[O:17][C:16]4[C:18]([NH:22][CH2:23][CH2:24][N:25]5[CH2:30][CH2:29][O:28][CH2:27][CH2:26]5)=[N:19][CH:20]=[N:21][C:15]=4[C:6]=3[C:7]=2[CH2:8]1, predict the reactants needed to synthesize it. (2) Given the product [CH3:3][O:4][C:5]1[N:10]=[C:9]([CH2:11][OH:12])[CH:8]=[CH:7][C:6]=1[C:16]([F:19])([F:17])[F:18], predict the reactants needed to synthesize it. The reactants are: [BH4-].[Na+].[CH3:3][O:4][C:5]1[N:10]=[C:9]([C:11](OCC)=[O:12])[CH:8]=[CH:7][C:6]=1[C:16]([F:19])([F:18])[F:17].O. (3) Given the product [NH2:39][CH:1]([C:4]1[CH:31]=[C:7]2[CH2:8][N:9]([C:13]([O:15][CH2:16][C:17]3[CH:22]=[C:21]([C:23]([F:26])([F:25])[F:24])[CH:20]=[C:19]([C:27]([F:30])([F:29])[F:28])[CH:18]=3)=[O:14])[CH2:10][CH2:11][CH2:12][N:6]2[N:5]=1)[CH3:2], predict the reactants needed to synthesize it. The reactants are: [C:1]([C:4]1[CH:31]=[C:7]2[CH2:8][N:9]([C:13]([O:15][CH2:16][C:17]3[CH:22]=[C:21]([C:23]([F:26])([F:25])[F:24])[CH:20]=[C:19]([C:27]([F:30])([F:29])[F:28])[CH:18]=3)=[O:14])[CH2:10][CH2:11][CH2:12][N:6]2[N:5]=1)(=O)[CH3:2].C([O-])(=O)C.[NH4+].[BH3-]C#[N:39].[Na+]. (4) Given the product [CH3:1][O:2][C:3](=[O:15])[C:4]1[CH:9]=[C:8]([O:10][CH3:11])[C:7]([O:12][CH3:13])=[CH:6][C:5]=1[NH:14][C:16](=[O:18])[CH3:17], predict the reactants needed to synthesize it. The reactants are: [CH3:1][O:2][C:3](=[O:15])[C:4]1[CH:9]=[C:8]([O:10][CH3:11])[C:7]([O:12][CH3:13])=[CH:6][C:5]=1[NH2:14].[C:16](OC(=O)C)(=[O:18])[CH3:17]. (5) Given the product [Br:1][C:2]1[C:3]([C:13]2[CH:18]=[CH:17][CH:16]=[CH:15][CH:14]=2)=[CH:4][C:5]2[N:10]3[C:22](=[O:21])[NH:24][N:25]=[C:9]3[CH2:8][O:7][C:6]=2[N:12]=1, predict the reactants needed to synthesize it. The reactants are: [Br:1][C:2]1[C:3]([C:13]2[CH:18]=[CH:17][CH:16]=[CH:15][CH:14]=2)=[CH:4][C:5]2[NH:10][C:9](=S)[CH2:8][O:7][C:6]=2[N:12]=1.C([O:21][C:22]([NH:24][NH2:25])=O)C. (6) Given the product [Br:1][C:2]1[CH:7]=[CH:6][C:5]([O:8][CH2:13][O:14][CH3:15])=[CH:4][C:3]=1[CH3:9], predict the reactants needed to synthesize it. The reactants are: [Br:1][C:2]1[CH:7]=[CH:6][C:5]([OH:8])=[CH:4][C:3]=1[CH3:9].[H-].[Na+].Cl[CH2:13][O:14][CH3:15].